From a dataset of Full USPTO retrosynthesis dataset with 1.9M reactions from patents (1976-2016). Predict the reactants needed to synthesize the given product. (1) Given the product [CH3:23][N:16]1[C:17]2[CH:18]=[CH:19][CH:20]=[C:21]3[NH:11][C:12](=[O:25])[N:13]([C:22]=23)[CH2:14][C:15]1=[O:24], predict the reactants needed to synthesize it. The reactants are: CC1C=CC(S([N:11]2[C:21]3[C:22]4[N:13]([CH2:14][C:15](=[O:24])[N:16]([CH3:23])[C:17]=4[CH:18]=[CH:19][CH:20]=3)[C:12]2=[O:25])(=O)=O)=CC=1.O. (2) Given the product [CH2:1]([O:8][C:9]1[C:10]([C:23]([O:25][CH2:26][CH3:27])=[O:24])=[N:11][N:12]2[CH:17]([C:18]([Cl:31])=[O:19])[CH2:16][N:15]([CH3:21])[C:14](=[O:22])[C:13]=12)[C:2]1[CH:7]=[CH:6][CH:5]=[CH:4][CH:3]=1, predict the reactants needed to synthesize it. The reactants are: [CH2:1]([O:8][C:9]1[C:10]([C:23]([O:25][CH2:26][CH3:27])=[O:24])=[N:11][N:12]2[CH:17]([C:18](O)=[O:19])[CH2:16][N:15]([CH3:21])[C:14](=[O:22])[C:13]=12)[C:2]1[CH:7]=[CH:6][CH:5]=[CH:4][CH:3]=1.C(Cl)(=O)C([Cl:31])=O. (3) Given the product [Br:14][C:10]1[CH:9]=[CH:8][N:7]=[C:6]([O:5][CH2:4][CH2:3][N:2]([CH3:13])[CH3:1])[CH:11]=1, predict the reactants needed to synthesize it. The reactants are: [CH3:1][N:2]([CH3:13])[CH2:3][CH2:4][O:5][C:6]1[CH:11]=[C:10](N)[CH:9]=[CH:8][N:7]=1.[Br-:14].[Na+].S(=O)(=O)(O)O.N([O-])=O.[Na+].[OH-].[Na+]. (4) Given the product [CH2:23]([C:30]1[CH:31]=[CH:32][C:33]2[O:37][C:36]([C:38]3[CH:43]=[CH:42][C:41]([C:44](=[O:46])[CH3:45])=[CH:40][C:39]=3[F:47])=[CH:35][C:34]=2[CH:48]=1)[C:24]1[CH:25]=[CH:26][CH:27]=[CH:28][CH:29]=1, predict the reactants needed to synthesize it. The reactants are: CC(OI1(OC(C)=O)(OC(C)=O)OC(=O)C2C=CC=CC1=2)=O.[CH2:23]([C:30]1[CH:31]=[CH:32][C:33]2[O:37][C:36]([C:38]3[CH:43]=[CH:42][C:41]([CH:44]([OH:46])[CH3:45])=[CH:40][C:39]=3[F:47])=[CH:35][C:34]=2[CH:48]=1)[C:24]1[CH:29]=[CH:28][CH:27]=[CH:26][CH:25]=1.C([O-])(O)=O.[Na+].